Dataset: Full USPTO retrosynthesis dataset with 1.9M reactions from patents (1976-2016). Task: Predict the reactants needed to synthesize the given product. (1) The reactants are: [Br:1][C:2]1[C:3]([C:20]2[S:24][C:23]3[CH:25]=[CH:26][C:27]([O:29][CH2:30][CH2:31][N:32]4[CH2:37][CH2:36][N:35](C(OC(C)(C)C)=O)[CH2:34][CH2:33]4)=[CH:28][C:22]=3[CH:21]=2)=[N:4][C:5]([NH:8][CH2:9][CH2:10][N:11]2[C:15]([CH3:17])([CH3:16])[C:14](=[O:18])[NH:13][C:12]2=[O:19])=[N:6][CH:7]=1.FC(F)(F)C(O)=O. Given the product [Br:1][C:2]1[C:3]([C:20]2[S:24][C:23]3[CH:25]=[CH:26][C:27]([O:29][CH2:30][CH2:31][N:32]4[CH2:37][CH2:36][NH:35][CH2:34][CH2:33]4)=[CH:28][C:22]=3[CH:21]=2)=[N:4][C:5]([NH:8][CH2:9][CH2:10][N:11]2[C:15]([CH3:17])([CH3:16])[C:14](=[O:18])[NH:13][C:12]2=[O:19])=[N:6][CH:7]=1, predict the reactants needed to synthesize it. (2) Given the product [Br:1][C:2]1[CH:7]=[CH:6][C:5]([CH:8]([C:9]#[N:10])[CH:17]([C:18]2[CH:19]=[N:20][CH:21]=[CH:22][CH:23]=2)[CH2:16][C:15]([O:14][CH2:12][CH3:13])=[O:24])=[C:4]([Cl:11])[CH:3]=1, predict the reactants needed to synthesize it. The reactants are: [Br:1][C:2]1[CH:7]=[CH:6][C:5]([CH2:8][C:9]#[N:10])=[C:4]([Cl:11])[CH:3]=1.[CH2:12]([O:14][C:15](=[O:24])[CH:16]=[CH:17][C:18]1[CH:19]=[N:20][CH:21]=[CH:22][CH:23]=1)[CH3:13]. (3) The reactants are: FC(F)(F)C1C=C(NC(=O)[NH:11][C:12]2[CH:17]=[CH:16][C:15]([C:18]3[S:22][C:21]([CH2:23][CH2:24][C:25]([O:27][CH3:28])=[O:26])=[N:20][CH:19]=3)=[CH:14][CH:13]=2)C=CC=1.[Cl:32][C:33]1[CH:38]=[CH:37][C:36]([N:39]=[C:40]=[O:41])=[C:35]([O:42][C:43]2[CH:48]=[CH:47][CH:46]=[CH:45][CH:44]=2)[CH:34]=1. Given the product [Cl:32][C:33]1[CH:38]=[CH:37][C:36]([NH:39][C:40](=[O:41])[NH:11][C:12]2[CH:13]=[CH:14][C:15]([C:18]3[S:22][C:21]([CH2:23][CH2:24][C:25]([O:27][CH3:28])=[O:26])=[N:20][CH:19]=3)=[CH:16][CH:17]=2)=[C:35]([O:42][C:43]2[CH:44]=[CH:45][CH:46]=[CH:47][CH:48]=2)[CH:34]=1, predict the reactants needed to synthesize it. (4) Given the product [CH3:23][O:24][N:25]([CH3:26])[C:7](=[O:9])[CH2:6][CH2:5][C:4]([CH3:11])([CH3:10])[C:3]([O:2][CH3:1])=[O:12], predict the reactants needed to synthesize it. The reactants are: [CH3:1][O:2][C:3](=[O:12])[C:4]([CH3:11])([CH3:10])[CH2:5][CH2:6][C:7]([OH:9])=O.C(Cl)(=O)C(Cl)=O.C(=O)=O.Cl.[CH3:23][O:24][NH:25][CH3:26].C(N(CC)CC)C. (5) Given the product [CH:1]1([C:6]2[NH:10][C:9]3[C:11]([C:16]([NH:19][CH2:20][CH:21]4[CH2:26][CH2:25][CH2:24][NH:23][CH2:22]4)=[O:18])=[CH:12][CH:13]=[C:14]([OH:15])[C:8]=3[N:7]=2)[CH2:2][CH2:3][CH2:4][CH2:5]1, predict the reactants needed to synthesize it. The reactants are: [CH:1]1([C:6]2[NH:10][C:9]3[C:11]([C:16]([OH:18])=O)=[CH:12][CH:13]=[C:14]([OH:15])[C:8]=3[N:7]=2)[CH2:5][CH2:4][CH2:3][CH2:2]1.[NH2:19][CH2:20][CH:21]1[CH2:26][CH2:25][CH2:24][N:23](C(OC(C)(C)C)=O)[CH2:22]1. (6) Given the product [C:17](=[O:18])([O-:40])[OH:19].[C:1]([C:4]1[N:5]([CH3:38])[CH:6]=[N+:7]2[CH:11]=[C:10]([C:12]3[C@H:13]([CH3:36])[C@@H:14]4[C@@H:31]([C@H:32]([OH:34])[CH3:33])[C:30](=[O:35])[N:15]4[C:16]=3[C:17]([O:19][CH2:20][C:21]3[CH:26]=[CH:25][C:24]([N+:27]([O-:29])=[O:28])=[CH:23][CH:22]=3)=[O:18])[S:9][C:8]=12)(=[O:3])[CH3:2], predict the reactants needed to synthesize it. The reactants are: [C:1]([C:4]1[N:5]=[CH:6][N:7]2[CH:11]=[C:10]([C:12]3[C@H:13]([CH3:36])[C@@H:14]4[C@@H:31]([C@H:32]([OH:34])[CH3:33])[C:30](=[O:35])[N:15]4[C:16]=3[C:17]([O:19][CH2:20][C:21]3[CH:26]=[CH:25][C:24]([N+:27]([O-:29])=[O:28])=[CH:23][CH:22]=3)=[O:18])[S:9][C:8]=12)(=[O:3])[CH3:2].F[C:38](F)(F)S(OC)(=O)=[O:40].O. (7) Given the product [CH3:9][C:10]1[CH:15]=[CH:14][C:13]([CH3:16])=[CH:12][C:11]=1[C:24]1[CH:23]=[CH:22][CH:21]=[C:29]2[C:25]=1[CH:26]=[CH:27][CH2:28]2, predict the reactants needed to synthesize it. The reactants are: P([O-])([O-])([O-])=O.[K+].[K+].[K+].[CH3:9][C:10]1[CH:15]=[CH:14][C:13]([CH3:16])=[CH:12][C:11]=1B(O)O.Br[C:21]1[CH:22]=[CH:23][CH:24]=[C:25]2[C:29]=1[CH2:28][CH:27]=[CH:26]2. (8) Given the product [CH3:8][CH:9]([CH3:10])[CH2:5][Si:4]([CH3:7])([CH3:6])[O:3][SiH:2]([CH3:12])[CH3:1], predict the reactants needed to synthesize it. The reactants are: [CH3:1][SiH2:2][O:3][Si:4]([CH3:7])([CH3:6])[CH3:5].[CH3:8][C:9](=C)[CH3:10].[C:12]1(C)C=CC=CC=1. (9) Given the product [CH3:17][CH:15]([CH3:16])[CH2:14][C@H:13]([NH:12][C:10]([C:2]1[S:1][C:5]2[CH:6]=[CH:7][CH:8]=[CH:9][C:4]=2[CH:3]=1)=[O:11])[C:18]([NH:21][CH2:22][C@H:23]1[CH2:24][CH2:25][O:26][C@@H:27]1[CH2:28][O:29][CH2:30][C:31]1[CH:32]=[CH:33][CH:34]=[CH:35][CH:36]=1)=[O:20], predict the reactants needed to synthesize it. The reactants are: [S:1]1[C:5]2[CH:6]=[CH:7][CH:8]=[CH:9][C:4]=2[CH:3]=[C:2]1[C:10]([NH:12][C@H:13]([C:18]([OH:20])=O)[CH2:14][CH:15]([CH3:17])[CH3:16])=[O:11].[NH2:21][CH2:22][C@@H:23]1[C@@H:27]([CH2:28][O:29][CH2:30][C:31]2[CH:36]=[CH:35][CH:34]=[CH:33][CH:32]=2)[O:26][CH2:25][CH2:24]1.C1C=C2C(N(O)N=NC2=CC=1)=O.CCN=C=NCCCN(C)C.Cl.CN1CCOCC1.